This data is from Forward reaction prediction with 1.9M reactions from USPTO patents (1976-2016). The task is: Predict the product of the given reaction. Given the reactants Br[CH2:2][CH2:3][C:4]#[C:5][Si:6]([CH3:9])([CH3:8])[CH3:7].[Mg].CON(C)[C:14]([CH:16]1[CH2:20][CH2:19][CH2:18][CH2:17]1)=[O:15].Cl, predict the reaction product. The product is: [CH:16]1([C:14](=[O:15])[CH2:2][CH2:3][C:4]#[C:5][Si:6]([CH3:9])([CH3:8])[CH3:7])[CH2:20][CH2:19][CH2:18][CH2:17]1.